From a dataset of NCI-60 drug combinations with 297,098 pairs across 59 cell lines. Regression. Given two drug SMILES strings and cell line genomic features, predict the synergy score measuring deviation from expected non-interaction effect. (1) Drug 1: CC1=C2C(C(=O)C3(C(CC4C(C3C(C(C2(C)C)(CC1OC(=O)C(C(C5=CC=CC=C5)NC(=O)OC(C)(C)C)O)O)OC(=O)C6=CC=CC=C6)(CO4)OC(=O)C)O)C)O. Drug 2: C1CN(CCN1C(=O)CCBr)C(=O)CCBr. Cell line: RXF 393. Synergy scores: CSS=4.74, Synergy_ZIP=-5.11, Synergy_Bliss=-2.34, Synergy_Loewe=-15.1, Synergy_HSA=-3.46. (2) Drug 1: C1CCC(C1)C(CC#N)N2C=C(C=N2)C3=C4C=CNC4=NC=N3. Drug 2: C(CN)CNCCSP(=O)(O)O. Cell line: SW-620. Synergy scores: CSS=2.36, Synergy_ZIP=-1.33, Synergy_Bliss=-0.0827, Synergy_Loewe=-8.43, Synergy_HSA=-2.33. (3) Drug 1: C1=NC2=C(N1)C(=S)N=CN2. Drug 2: CN(CCCl)CCCl.Cl. Cell line: HS 578T. Synergy scores: CSS=19.9, Synergy_ZIP=-10.3, Synergy_Bliss=-2.01, Synergy_Loewe=-25.7, Synergy_HSA=-3.34. (4) Drug 1: CCC(=C(C1=CC=CC=C1)C2=CC=C(C=C2)OCCN(C)C)C3=CC=CC=C3.C(C(=O)O)C(CC(=O)O)(C(=O)O)O. Drug 2: N.N.Cl[Pt+2]Cl. Cell line: TK-10. Synergy scores: CSS=11.3, Synergy_ZIP=6.75, Synergy_Bliss=11.3, Synergy_Loewe=0.409, Synergy_HSA=1.11. (5) Drug 1: CC1=C(C=C(C=C1)C(=O)NC2=CC(=CC(=C2)C(F)(F)F)N3C=C(N=C3)C)NC4=NC=CC(=N4)C5=CN=CC=C5. Drug 2: C1CN1C2=NC(=NC(=N2)N3CC3)N4CC4. Cell line: SNB-75. Synergy scores: CSS=17.6, Synergy_ZIP=-2.97, Synergy_Bliss=0.909, Synergy_Loewe=-9.87, Synergy_HSA=0.870. (6) Drug 1: CCN(CC)CCNC(=O)C1=C(NC(=C1C)C=C2C3=C(C=CC(=C3)F)NC2=O)C. Drug 2: C1=NNC2=C1C(=O)NC=N2. Cell line: K-562. Synergy scores: CSS=14.6, Synergy_ZIP=-8.54, Synergy_Bliss=-10.6, Synergy_Loewe=0.417, Synergy_HSA=-1.09.